From a dataset of Reaction yield outcomes from USPTO patents with 853,638 reactions. Predict the reaction yield, written as a fraction of the theoretical maximum amount of product (1.0 means a 100% yield; for example, 0.34 means a 34% yield). (1) The reactants are [C:1]([O:5][CH:6]([C:12]1[C:21]([CH3:22])=[CH:20][C:19]2[C:14](=[CH:15][CH:16]=[CH:17][CH:18]=2)[C:13]=1[OH:23])[C:7]([O:9][CH2:10][CH3:11])=[O:8])([CH3:4])([CH3:3])[CH3:2].[B-](F)(F)(F)[F:25].[B-](F)(F)(F)F.C1[N+]2(CCl)CC[N+](F)(CC2)C1.O. The catalyst is CC#N. The product is [C:1]([O:5][CH:6]([C:12]1[C:21]([CH3:22])=[C:20]([F:25])[C:19]2[C:14](=[CH:15][CH:16]=[CH:17][CH:18]=2)[C:13]=1[OH:23])[C:7]([O:9][CH2:10][CH3:11])=[O:8])([CH3:4])([CH3:2])[CH3:3]. The yield is 0.790. (2) The reactants are [CH2:1]([N:8]1[C:20]2[CH2:19][N:18]([C:21]3[N:26]=[CH:25][C:24]([C:27](O)=[O:28])=[CH:23][N:22]=3)[CH2:17][CH2:16][C:15]=2[C:14]2[C:9]1=[CH:10][CH:11]=[CH:12][CH:13]=2)[C:2]1[CH:7]=[CH:6][CH:5]=[CH:4][CH:3]=1.CCN=C=NCCCN(C)C.[NH2:41][O:42][CH:43]1[CH2:48][CH2:47][CH2:46][CH2:45][O:44]1. The catalyst is C(Cl)Cl. The product is [O:44]1[CH2:45][CH2:46][CH2:47][CH2:48][CH:43]1[O:42][NH:41][C:27]([C:24]1[CH:23]=[N:22][C:21]([N:18]2[CH2:17][CH2:16][C:15]3[C:14]4[C:9](=[CH:10][CH:11]=[CH:12][CH:13]=4)[N:8]([CH2:1][C:2]4[CH:3]=[CH:4][CH:5]=[CH:6][CH:7]=4)[C:20]=3[CH2:19]2)=[N:26][CH:25]=1)=[O:28]. The yield is 0.530.